This data is from NCI-60 drug combinations with 297,098 pairs across 59 cell lines. The task is: Regression. Given two drug SMILES strings and cell line genomic features, predict the synergy score measuring deviation from expected non-interaction effect. Drug 1: CCN(CC)CCCC(C)NC1=C2C=C(C=CC2=NC3=C1C=CC(=C3)Cl)OC. Drug 2: CC1C(C(CC(O1)OC2CC(CC3=C2C(=C4C(=C3O)C(=O)C5=C(C4=O)C(=CC=C5)OC)O)(C(=O)CO)O)N)O.Cl. Cell line: SW-620. Synergy scores: CSS=39.4, Synergy_ZIP=-7.15, Synergy_Bliss=-10.6, Synergy_Loewe=-10.4, Synergy_HSA=-7.01.